Dataset: Full USPTO retrosynthesis dataset with 1.9M reactions from patents (1976-2016). Task: Predict the reactants needed to synthesize the given product. Given the product [N+:1]([C:4]1[CH:9]=[CH:8][CH:7]=[CH:6][C:5]=1[C:10]1[O:14][C:13]([C:15]2[CH:23]=[CH:22][C:18]([C:19]([O:21][CH2:29][CH3:30])=[O:20])=[CH:17][CH:16]=2)=[N:12][N:11]=1)([O-:3])=[O:2], predict the reactants needed to synthesize it. The reactants are: [N+:1]([C:4]1[CH:9]=[CH:8][CH:7]=[CH:6][C:5]=1[C:10]1[O:14][C:13]([C:15]2[CH:23]=[CH:22][C:18]([C:19]([OH:21])=[O:20])=[CH:17][CH:16]=2)=[N:12][N:11]=1)([O-:3])=[O:2].S(=O)(=O)(O)O.[CH2:29](O)[CH3:30].